From a dataset of Forward reaction prediction with 1.9M reactions from USPTO patents (1976-2016). Predict the product of the given reaction. The product is: [NH2:25][C:24]1[N:23]=[CH:22][N:21]=[C:20]2[N:16]([CH2:15][CH:12]3[CH2:13][CH2:14][N:11]3[C:4]([C:3](=[CH:7][CH:8]([CH3:10])[CH3:9])[C:1]#[N:2])=[O:6])[N:17]=[C:18]([C:26]3[CH:31]=[CH:30][C:29]([O:32][C:33]4[CH:34]=[CH:35][CH:36]=[CH:37][CH:38]=4)=[CH:28][C:27]=3[F:39])[C:19]=12. Given the reactants [C:1]([C:3](=[CH:7][CH:8]([CH3:10])[CH3:9])[C:4]([OH:6])=O)#[N:2].[NH:11]1[CH2:14][CH2:13][CH:12]1[CH2:15][N:16]1[C:20]2=[N:21][CH:22]=[N:23][C:24]([NH2:25])=[C:19]2[C:18]([C:26]2[CH:31]=[CH:30][C:29]([O:32][C:33]3[CH:38]=[CH:37][CH:36]=[CH:35][CH:34]=3)=[CH:28][C:27]=2[F:39])=[N:17]1.C1CN([P+](ON2N=NC3C=CC=NC2=3)(N2CCCC2)N2CCCC2)CC1.F[P-](F)(F)(F)(F)F, predict the reaction product.